This data is from NCI-60 drug combinations with 297,098 pairs across 59 cell lines. The task is: Regression. Given two drug SMILES strings and cell line genomic features, predict the synergy score measuring deviation from expected non-interaction effect. (1) Drug 1: CCCS(=O)(=O)NC1=C(C(=C(C=C1)F)C(=O)C2=CNC3=C2C=C(C=N3)C4=CC=C(C=C4)Cl)F. Drug 2: CN(C)N=NC1=C(NC=N1)C(=O)N. Cell line: EKVX. Synergy scores: CSS=-1.91, Synergy_ZIP=1.78, Synergy_Bliss=-0.0781, Synergy_Loewe=-1.96, Synergy_HSA=-2.69. (2) Drug 1: C1=CC=C(C(=C1)C(C2=CC=C(C=C2)Cl)C(Cl)Cl)Cl. Drug 2: CC(C)CN1C=NC2=C1C3=CC=CC=C3N=C2N. Cell line: HCT-15. Synergy scores: CSS=-3.60, Synergy_ZIP=4.92, Synergy_Bliss=1.95, Synergy_Loewe=5.51, Synergy_HSA=-4.33. (3) Drug 1: CNC(=O)C1=NC=CC(=C1)OC2=CC=C(C=C2)NC(=O)NC3=CC(=C(C=C3)Cl)C(F)(F)F. Drug 2: C#CCC(CC1=CN=C2C(=N1)C(=NC(=N2)N)N)C3=CC=C(C=C3)C(=O)NC(CCC(=O)O)C(=O)O. Cell line: IGROV1. Synergy scores: CSS=2.27, Synergy_ZIP=-0.0712, Synergy_Bliss=2.17, Synergy_Loewe=0.207, Synergy_HSA=0.374. (4) Drug 1: CC=C1C(=O)NC(C(=O)OC2CC(=O)NC(C(=O)NC(CSSCCC=C2)C(=O)N1)C(C)C)C(C)C. Drug 2: CCC1(CC2CC(C3=C(CCN(C2)C1)C4=CC=CC=C4N3)(C5=C(C=C6C(=C5)C78CCN9C7C(C=CC9)(C(C(C8N6C)(C(=O)OC)O)OC(=O)C)CC)OC)C(=O)OC)O.OS(=O)(=O)O. Cell line: CAKI-1. Synergy scores: CSS=16.3, Synergy_ZIP=-6.15, Synergy_Bliss=-0.101, Synergy_Loewe=2.75, Synergy_HSA=2.96. (5) Drug 1: CN1C(=O)N2C=NC(=C2N=N1)C(=O)N. Synergy scores: CSS=34.9, Synergy_ZIP=0.952, Synergy_Bliss=0.886, Synergy_Loewe=-64.5, Synergy_HSA=-0.393. Cell line: ACHN. Drug 2: B(C(CC(C)C)NC(=O)C(CC1=CC=CC=C1)NC(=O)C2=NC=CN=C2)(O)O. (6) Drug 1: CCN(CC)CCNC(=O)C1=C(NC(=C1C)C=C2C3=C(C=CC(=C3)F)NC2=O)C. Drug 2: CC1=C(N=C(N=C1N)C(CC(=O)N)NCC(C(=O)N)N)C(=O)NC(C(C2=CN=CN2)OC3C(C(C(C(O3)CO)O)O)OC4C(C(C(C(O4)CO)O)OC(=O)N)O)C(=O)NC(C)C(C(C)C(=O)NC(C(C)O)C(=O)NCCC5=NC(=CS5)C6=NC(=CS6)C(=O)NCCC[S+](C)C)O. Cell line: CAKI-1. Synergy scores: CSS=52.1, Synergy_ZIP=-3.45, Synergy_Bliss=-5.41, Synergy_Loewe=2.68, Synergy_HSA=1.85. (7) Drug 1: CNC(=O)C1=CC=CC=C1SC2=CC3=C(C=C2)C(=NN3)C=CC4=CC=CC=N4. Drug 2: C1CN(P(=O)(OC1)NCCCl)CCCl. Cell line: SF-295. Synergy scores: CSS=3.53, Synergy_ZIP=-1.52, Synergy_Bliss=-2.13, Synergy_Loewe=-8.48, Synergy_HSA=-1.59.